From a dataset of NCI-60 drug combinations with 297,098 pairs across 59 cell lines. Regression. Given two drug SMILES strings and cell line genomic features, predict the synergy score measuring deviation from expected non-interaction effect. (1) Drug 1: C1CCN(CC1)CCOC2=CC=C(C=C2)C(=O)C3=C(SC4=C3C=CC(=C4)O)C5=CC=C(C=C5)O. Drug 2: CC1=C2C(C(=O)C3(C(CC4C(C3C(C(C2(C)C)(CC1OC(=O)C(C(C5=CC=CC=C5)NC(=O)C6=CC=CC=C6)O)O)OC(=O)C7=CC=CC=C7)(CO4)OC(=O)C)O)C)OC(=O)C. Cell line: BT-549. Synergy scores: CSS=33.3, Synergy_ZIP=-1.24, Synergy_Bliss=-4.90, Synergy_Loewe=-37.4, Synergy_HSA=-6.17. (2) Drug 1: CCCCC(=O)OCC(=O)C1(CC(C2=C(C1)C(=C3C(=C2O)C(=O)C4=C(C3=O)C=CC=C4OC)O)OC5CC(C(C(O5)C)O)NC(=O)C(F)(F)F)O. Drug 2: CC1C(C(CC(O1)OC2CC(CC3=C2C(=C4C(=C3O)C(=O)C5=CC=CC=C5C4=O)O)(C(=O)C)O)N)O. Cell line: KM12. Synergy scores: CSS=30.7, Synergy_ZIP=1.16, Synergy_Bliss=0.0433, Synergy_Loewe=0.617, Synergy_HSA=1.37. (3) Drug 1: C(=O)(N)NO. Drug 2: CCC1(C2=C(COC1=O)C(=O)N3CC4=CC5=C(C=CC(=C5CN(C)C)O)N=C4C3=C2)O.Cl. Cell line: OVCAR-5. Synergy scores: CSS=38.8, Synergy_ZIP=-8.72, Synergy_Bliss=-3.82, Synergy_Loewe=-14.4, Synergy_HSA=0.0645. (4) Drug 1: CNC(=O)C1=NC=CC(=C1)OC2=CC=C(C=C2)NC(=O)NC3=CC(=C(C=C3)Cl)C(F)(F)F. Drug 2: C1CN(CCN1C(=O)CCBr)C(=O)CCBr. Cell line: IGROV1. Synergy scores: CSS=18.2, Synergy_ZIP=9.30, Synergy_Bliss=11.0, Synergy_Loewe=3.13, Synergy_HSA=6.10. (5) Drug 1: CN1C(=O)N2C=NC(=C2N=N1)C(=O)N. Drug 2: C1CCC(C(C1)N)N.C(=O)(C(=O)[O-])[O-].[Pt+4]. Cell line: HL-60(TB). Synergy scores: CSS=36.6, Synergy_ZIP=-1.03, Synergy_Bliss=-1.27, Synergy_Loewe=-19.9, Synergy_HSA=-2.54. (6) Drug 1: C1=NC2=C(N1)C(=S)N=C(N2)N. Drug 2: C1=NC2=C(N1)C(=S)N=CN2. Cell line: BT-549. Synergy scores: CSS=5.90, Synergy_ZIP=-13.2, Synergy_Bliss=-16.0, Synergy_Loewe=-18.6, Synergy_HSA=-13.8. (7) Drug 1: C1CCC(C1)C(CC#N)N2C=C(C=N2)C3=C4C=CNC4=NC=N3. Drug 2: CC1=C(C=C(C=C1)NC2=NC=CC(=N2)N(C)C3=CC4=NN(C(=C4C=C3)C)C)S(=O)(=O)N.Cl. Cell line: NCI-H226. Synergy scores: CSS=14.6, Synergy_ZIP=1.24, Synergy_Bliss=3.68, Synergy_Loewe=3.57, Synergy_HSA=4.71. (8) Drug 1: C1CN(P(=O)(OC1)NCCCl)CCCl. Synergy scores: CSS=1.85, Synergy_ZIP=-0.885, Synergy_Bliss=-0.943, Synergy_Loewe=-1.27, Synergy_HSA=-1.25. Cell line: U251. Drug 2: C1C(C(OC1N2C=NC3=C2NC=NCC3O)CO)O.